This data is from NCI-60 drug combinations with 297,098 pairs across 59 cell lines. The task is: Regression. Given two drug SMILES strings and cell line genomic features, predict the synergy score measuring deviation from expected non-interaction effect. (1) Drug 1: C1CN1P(=S)(N2CC2)N3CC3. Drug 2: C1C(C(OC1N2C=NC(=NC2=O)N)CO)O. Cell line: UO-31. Synergy scores: CSS=7.20, Synergy_ZIP=-3.63, Synergy_Bliss=0.937, Synergy_Loewe=-0.140, Synergy_HSA=1.92. (2) Drug 1: COC1=C(C=C2C(=C1)N=CN=C2NC3=CC(=C(C=C3)F)Cl)OCCCN4CCOCC4. Drug 2: CCCCC(=O)OCC(=O)C1(CC(C2=C(C1)C(=C3C(=C2O)C(=O)C4=C(C3=O)C=CC=C4OC)O)OC5CC(C(C(O5)C)O)NC(=O)C(F)(F)F)O. Cell line: UACC-257. Synergy scores: CSS=13.0, Synergy_ZIP=-0.0968, Synergy_Bliss=3.45, Synergy_Loewe=3.43, Synergy_HSA=2.78. (3) Drug 1: CN(C)C1=NC(=NC(=N1)N(C)C)N(C)C. Drug 2: C1CNP(=O)(OC1)N(CCCl)CCCl. Cell line: SK-MEL-2. Synergy scores: CSS=-4.99, Synergy_ZIP=1.35, Synergy_Bliss=-4.06, Synergy_Loewe=-7.19, Synergy_HSA=-7.50. (4) Drug 2: C(CC(=O)O)C(=O)CN.Cl. Cell line: UO-31. Synergy scores: CSS=18.2, Synergy_ZIP=-1.71, Synergy_Bliss=1.51, Synergy_Loewe=2.39, Synergy_HSA=3.40. Drug 1: CC1=C(C=C(C=C1)NC(=O)C2=CC=C(C=C2)CN3CCN(CC3)C)NC4=NC=CC(=N4)C5=CN=CC=C5. (5) Drug 1: CC(C1=C(C=CC(=C1Cl)F)Cl)OC2=C(N=CC(=C2)C3=CN(N=C3)C4CCNCC4)N. Drug 2: COCCOC1=C(C=C2C(=C1)C(=NC=N2)NC3=CC=CC(=C3)C#C)OCCOC.Cl. Cell line: SW-620. Synergy scores: CSS=7.35, Synergy_ZIP=-2.46, Synergy_Bliss=-3.05, Synergy_Loewe=-11.0, Synergy_HSA=-5.48. (6) Drug 1: COC1=NC(=NC2=C1N=CN2C3C(C(C(O3)CO)O)O)N. Drug 2: N.N.Cl[Pt+2]Cl. Cell line: HT29. Synergy scores: CSS=3.21, Synergy_ZIP=-2.00, Synergy_Bliss=2.60, Synergy_Loewe=-10.1, Synergy_HSA=-0.288.